From a dataset of Forward reaction prediction with 1.9M reactions from USPTO patents (1976-2016). Predict the product of the given reaction. Given the reactants Cl[C:2]1[N:10]=[CH:9][N:8]=[C:7]2[C:3]=1[N:4]=[CH:5][N:6]2[C@@H:11]1[O:23][C@H:22]([CH2:24][O:25][CH2:26][CH3:27])[C@@H:17]([O:18]C(=O)C)[C@H:12]1[O:13]C(=O)C.[I:28][C:29]1[CH:30]=[C:31]([CH:34]=[CH:35][CH:36]=1)[CH2:32][NH2:33].Cl, predict the reaction product. The product is: [I:28][C:29]1[CH:30]=[C:31]([CH:34]=[CH:35][CH:36]=1)[CH2:32][NH:33][C:2]1[C:3]2[N:4]=[CH:5][N:6]([C:7]=2[N:8]=[CH:9][N:10]=1)[C@@H:11]1[O:23][C@H:22]([CH2:24][O:25][CH2:26][CH3:27])[C@@H:17]([OH:18])[C@H:12]1[OH:13].